From a dataset of Forward reaction prediction with 1.9M reactions from USPTO patents (1976-2016). Predict the product of the given reaction. Given the reactants [F:1][C:2]1[CH:7]=[CH:6][CH:5]=[C:4]([F:8])[C:3]=1[C:9]1[NH:10][C:11]2[CH:17]=[CH:16][CH:15]=[CH:14][C:12]=2[N:13]=1.[F:18][C:19]1[CH:24]=[CH:23][CH:22]=[C:21]([F:25])[C:20]=1[C:26]1C=CC=CC=1CBr.[H-].[Na+], predict the reaction product. The product is: [F:18][C:19]1[CH:24]=[CH:23][CH:22]=[C:21]([F:25])[C:20]=1[CH2:26][N:13]1[C:12]2[CH:14]=[CH:15][CH:16]=[CH:17][C:11]=2[N:10]=[C:9]1[C:3]1[C:4]([F:8])=[CH:5][CH:6]=[CH:7][C:2]=1[F:1].